From a dataset of Catalyst prediction with 721,799 reactions and 888 catalyst types from USPTO. Predict which catalyst facilitates the given reaction. (1) Reactant: [CH:1]([O:4][C:5]1[CH:14]=[C:13]([C:15]([F:18])([F:17])[F:16])[C:12]2[CH:11]=[C:10]3[NH:19][CH2:20][CH2:21][S:22][C:9]3=[CH:8][C:7]=2[N:6]=1)([CH3:3])[CH3:2].C(O[CH:26](O)[C:27]([F:30])([F:29])[F:28])C.[BH3-]C#N.[Na+]. Product: [CH:1]([O:4][C:5]1[CH:14]=[C:13]([C:15]([F:18])([F:17])[F:16])[C:12]2[CH:11]=[C:10]3[N:19]([CH2:26][C:27]([F:30])([F:29])[F:28])[CH2:20][CH2:21][S:22][C:9]3=[CH:8][C:7]=2[N:6]=1)([CH3:3])[CH3:2]. The catalyst class is: 67. (2) Reactant: [F:1][C:2]1[CH:7]=[C:6]([O:8]C)[CH:5]=[CH:4][C:3]=1[CH2:10][CH2:11][C:12]([O:14][CH2:15][CH3:16])=[O:13].B(Br)(Br)Br. Product: [F:1][C:2]1[CH:7]=[C:6]([OH:8])[CH:5]=[CH:4][C:3]=1[CH2:10][CH2:11][C:12]([O:14][CH2:15][CH3:16])=[O:13]. The catalyst class is: 4. (3) Reactant: Cl[C:2]1[O:3][C:4]2[C:5](=[C:7]([C:11]#[N:12])[CH:8]=[CH:9][CH:10]=2)[N:6]=1.[F:13][C:14]1[CH:19]=[CH:18][C:17]([C:20]2[O:21][C:22]3[CH:32]=[C:31]([N:33]([CH3:38])[S:34]([CH3:37])(=[O:36])=[O:35])[C:30]([C@@H:39]4[CH2:44][CH2:43][CH2:42][NH:41][CH2:40]4)=[CH:29][C:23]=3[C:24]=2[C:25]([NH:27][CH3:28])=[O:26])=[CH:16][CH:15]=1.C([O-])([O-])=O.[K+].[K+]. Product: [C:11]([C:7]1[C:5]2[N:6]=[C:2]([N:41]3[CH2:42][CH2:43][CH2:44][C@@H:39]([C:30]4[C:31]([N:33]([CH3:38])[S:34]([CH3:37])(=[O:35])=[O:36])=[CH:32][C:22]5[O:21][C:20]([C:17]6[CH:16]=[CH:15][C:14]([F:13])=[CH:19][CH:18]=6)=[C:24]([C:25]([NH:27][CH3:28])=[O:26])[C:23]=5[CH:29]=4)[CH2:40]3)[O:3][C:4]=2[CH:10]=[CH:9][CH:8]=1)#[N:12]. The catalyst class is: 18. (4) Product: [CH:1]1([N:7]2[C:15]3[C:14](=[O:16])[NH:13][C:12]([C:17]4[CH:34]=[CH:33][C:20]([CH2:21][N:22]5[CH2:27][CH2:26][CH:25]([C:28]([OH:30])=[O:29])[CH2:24][CH2:23]5)=[CH:19][C:18]=4[O:35][CH3:36])=[N:11][C:10]=3[C:9]([CH3:37])=[N:8]2)[CH2:2][CH2:3][CH2:4][CH2:5][CH2:6]1. The catalyst class is: 8. Reactant: [CH:1]1([N:7]2[C:15]3[C:14](=[O:16])[NH:13][C:12]([C:17]4[CH:34]=[CH:33][C:20]([CH2:21][N:22]5[CH2:27][CH2:26][CH:25]([C:28]([O:30]CC)=[O:29])[CH2:24][CH2:23]5)=[CH:19][C:18]=4[O:35][CH3:36])=[N:11][C:10]=3[C:9]([CH3:37])=[N:8]2)[CH2:6][CH2:5][CH2:4][CH2:3][CH2:2]1.[OH-].[Na+].